Dataset: Reaction yield outcomes from USPTO patents with 853,638 reactions. Task: Predict the reaction yield, written as a fraction of the theoretical maximum amount of product (1.0 means a 100% yield; for example, 0.34 means a 34% yield). The reactants are N12CCCN=C1CCCCC2.[CH:12]([C:14]([CH2:16]C)=[O:15])=[CH2:13].[CH2:18]([O:20][C:21](=[O:34])[CH2:22][NH:23][S:24]([C:27]1[CH:32]=[CH:31][C:30]([CH3:33])=[CH:29][CH:28]=1)(=[O:26])=[O:25])[CH3:19]. The catalyst is C1COCC1.CCOCC. The product is [CH2:18]([O:20][C:21]([CH:22]1[C:14]([OH:15])([CH3:16])[CH2:12][CH2:13][N:23]1[S:24]([C:27]1[CH:28]=[CH:29][C:30]([CH3:33])=[CH:31][CH:32]=1)(=[O:25])=[O:26])=[O:34])[CH3:19]. The yield is 0.760.